From a dataset of Reaction yield outcomes from USPTO patents with 853,638 reactions. Predict the reaction yield, written as a fraction of the theoretical maximum amount of product (1.0 means a 100% yield; for example, 0.34 means a 34% yield). The reactants are C(Cl)(=O)C(Cl)=O.[F:7][C:8]([F:21])([F:20])[C:9]1[CH:14]=[CH:13][C:12]([CH:15]=[CH:16][C:17]([OH:19])=O)=[CH:11][CH:10]=1.[CH3:22][N:23]([CH:34]1[CH2:39][CH2:38][N:37]([CH3:40])[CH2:36][CH2:35]1)[C:24]1[O:25][C:26]2[CH:32]=[CH:31][C:30]([NH2:33])=[CH:29][C:27]=2[N:28]=1.N1C=CC=CC=1. The catalyst is CN(C=O)C.C(Cl)Cl. The product is [CH3:22][N:23]([CH2:34][CH:39]1[CH2:35][CH2:36][N:37]([CH3:40])[CH2:38]1)[C:24]1[O:25][C:26]2[CH:32]=[CH:31][C:30]([NH:33][C:17](=[O:19])[CH:16]=[CH:15][C:12]3[CH:11]=[CH:10][C:9]([C:8]([F:7])([F:21])[F:20])=[CH:14][CH:13]=3)=[CH:29][C:27]=2[N:28]=1. The yield is 0.910.